From a dataset of Full USPTO retrosynthesis dataset with 1.9M reactions from patents (1976-2016). Predict the reactants needed to synthesize the given product. (1) Given the product [NH2:1][C@H:2]([C:8]([OH:10])=[O:9])[CH2:3][CH2:4][CH2:5][CH2:6][NH2:7], predict the reactants needed to synthesize it. The reactants are: [NH2:1][C@@H:2]([C:8]([OH:10])=[O:9])[CH2:3][CH2:4][CH2:5][CH2:6][NH2:7].N[C@H](C(O)=O)CCCNC(=N)N.N[C@@H](C(O)=O)CCCNC(=N)N.N[C@H](C(O)=O)CCSC.N[C@@H](C(O)=O)CCSC.N[C@H](C(O)=O)[C@H](CC)C.N[C@@H](C(O)=O)[C@@H](CC)C.N[C@H](C(O)=O)CCCN.N[C@@H](C(O)=O)CCCN. (2) Given the product [F:30][C:25]1[CH:24]=[C:23]([S:20]([C:17]2[CH:18]=[C:19]3[C:14](=[CH:15][CH:16]=2)[N:13]([C:31]([C:32]2[CH:37]=[CH:36][CH:35]=[CH:34][CH:33]=2)([C:44]2[CH:49]=[CH:48][CH:47]=[CH:46][CH:45]=2)[C:38]2[CH:43]=[CH:42][CH:41]=[CH:40][CH:39]=2)[N:12]=[C:11]3[NH:10][C:8](=[O:9])[C:7]2[CH:50]=[CH:51][C:4]([C:3]([OH:52])=[O:2])=[CH:5][CH:6]=2)(=[O:22])=[O:21])[CH:28]=[C:27]([F:29])[CH:26]=1, predict the reactants needed to synthesize it. The reactants are: C[O:2][C:3](=[O:52])[C:4]1[CH:51]=[CH:50][C:7]([C:8]([NH:10][C:11]2[C:19]3[C:14](=[CH:15][CH:16]=[C:17]([S:20]([C:23]4[CH:28]=[C:27]([F:29])[CH:26]=[C:25]([F:30])[CH:24]=4)(=[O:22])=[O:21])[CH:18]=3)[N:13]([C:31]([C:44]3[CH:49]=[CH:48][CH:47]=[CH:46][CH:45]=3)([C:38]3[CH:43]=[CH:42][CH:41]=[CH:40][CH:39]=3)[C:32]3[CH:37]=[CH:36][CH:35]=[CH:34][CH:33]=3)[N:12]=2)=[O:9])=[CH:6][CH:5]=1.O1CCCC1.O.[OH-].[Li+].